The task is: Regression. Given two drug SMILES strings and cell line genomic features, predict the synergy score measuring deviation from expected non-interaction effect.. This data is from NCI-60 drug combinations with 297,098 pairs across 59 cell lines. (1) Drug 1: CC1=C(C(=O)C2=C(C1=O)N3CC4C(C3(C2COC(=O)N)OC)N4)N. Drug 2: C1CCC(C(C1)N)N.C(=O)(C(=O)[O-])[O-].[Pt+4]. Cell line: MALME-3M. Synergy scores: CSS=-1.71, Synergy_ZIP=-4.63, Synergy_Bliss=-13.4, Synergy_Loewe=-16.8, Synergy_HSA=-14.2. (2) Drug 1: C1=CN(C(=O)N=C1N)C2C(C(C(O2)CO)O)O.Cl. Drug 2: CN(C(=O)NC(C=O)C(C(C(CO)O)O)O)N=O. Cell line: MOLT-4. Synergy scores: CSS=70.9, Synergy_ZIP=1.01, Synergy_Bliss=0.777, Synergy_Loewe=-8.98, Synergy_HSA=0.813. (3) Drug 1: COC1=C(C=C2C(=C1)N=CN=C2NC3=CC(=C(C=C3)F)Cl)OCCCN4CCOCC4. Drug 2: N.N.Cl[Pt+2]Cl. Cell line: SF-295. Synergy scores: CSS=4.91, Synergy_ZIP=-2.53, Synergy_Bliss=-0.406, Synergy_Loewe=-0.497, Synergy_HSA=0.649. (4) Drug 1: COC1=NC(=NC2=C1N=CN2C3C(C(C(O3)CO)O)O)N. Drug 2: C1C(C(OC1N2C=NC3=C2NC=NCC3O)CO)O. Cell line: DU-145. Synergy scores: CSS=-2.16, Synergy_ZIP=4.04, Synergy_Bliss=3.11, Synergy_Loewe=-2.23, Synergy_HSA=-4.13. (5) Drug 1: C1=NC(=NC(=O)N1C2C(C(C(O2)CO)O)O)N. Drug 2: CC1C(C(CC(O1)OC2CC(OC(C2O)C)OC3=CC4=CC5=C(C(=O)C(C(C5)C(C(=O)C(C(C)O)O)OC)OC6CC(C(C(O6)C)O)OC7CC(C(C(O7)C)O)OC8CC(C(C(O8)C)O)(C)O)C(=C4C(=C3C)O)O)O)O. Cell line: UACC-257. Synergy scores: CSS=14.2, Synergy_ZIP=-1.25, Synergy_Bliss=0.904, Synergy_Loewe=-17.9, Synergy_HSA=-0.832. (6) Drug 1: C(CN)CNCCSP(=O)(O)O. Drug 2: COCCOC1=C(C=C2C(=C1)C(=NC=N2)NC3=CC=CC(=C3)C#C)OCCOC.Cl. Cell line: SK-OV-3. Synergy scores: CSS=9.86, Synergy_ZIP=-4.70, Synergy_Bliss=-5.17, Synergy_Loewe=-15.8, Synergy_HSA=-2.73. (7) Drug 2: CC(C)(C#N)C1=CC(=CC(=C1)CN2C=NC=N2)C(C)(C)C#N. Cell line: CCRF-CEM. Drug 1: CC1=C(C=C(C=C1)C(=O)NC2=CC(=CC(=C2)C(F)(F)F)N3C=C(N=C3)C)NC4=NC=CC(=N4)C5=CN=CC=C5. Synergy scores: CSS=-5.04, Synergy_ZIP=1.73, Synergy_Bliss=-0.923, Synergy_Loewe=-8.49, Synergy_HSA=-6.60. (8) Drug 1: CN(C)N=NC1=C(NC=N1)C(=O)N. Drug 2: C1CC(=O)NC(=O)C1N2C(=O)C3=CC=CC=C3C2=O. Cell line: SNB-19. Synergy scores: CSS=-0.561, Synergy_ZIP=0.961, Synergy_Bliss=0.890, Synergy_Loewe=-1.53, Synergy_HSA=-1.32. (9) Drug 1: C1=NC2=C(N1)C(=S)N=CN2. Drug 2: CN(CCCl)CCCl.Cl. Cell line: BT-549. Synergy scores: CSS=40.5, Synergy_ZIP=-13.0, Synergy_Bliss=-4.35, Synergy_Loewe=-1.36, Synergy_HSA=0.369. (10) Drug 1: CCCCCOC(=O)NC1=NC(=O)N(C=C1F)C2C(C(C(O2)C)O)O. Drug 2: CC(C)CN1C=NC2=C1C3=CC=CC=C3N=C2N. Cell line: U251. Synergy scores: CSS=-0.300, Synergy_ZIP=1.71, Synergy_Bliss=1.41, Synergy_Loewe=-1.80, Synergy_HSA=-2.86.